Task: Predict the reactants needed to synthesize the given product.. Dataset: Full USPTO retrosynthesis dataset with 1.9M reactions from patents (1976-2016) (1) Given the product [F:51][C:48]1[CH:49]=[CH:50][C:45]([CH:30]2[S:62][C:54]3=[N:55][C:56]([C:58]([F:60])([F:59])[F:61])=[CH:57][N:53]3[N:52]=[C:31]2[C:33]2[CH:34]=[C:35]([CH3:44])[C:36]3[O:41][CH2:40][C:39](=[O:42])[NH:38][C:37]=3[CH:43]=2)=[CH:46][CH:47]=1, predict the reactants needed to synthesize it. The reactants are: FC1C=CC=CC=1C1SC2=NC(C)=CN2N=C1C1C=CC2OCC(=O)NC=2C=1.Br[CH:30]([C:45]1[CH:50]=[CH:49][C:48]([F:51])=[CH:47][CH:46]=1)[C:31]([C:33]1[CH:34]=[C:35]([CH3:44])[C:36]2[O:41][CH2:40][C:39](=[O:42])[NH:38][C:37]=2[CH:43]=1)=O.[NH2:52][N:53]1[CH:57]=[C:56]([C:58]([F:61])([F:60])[F:59])[N:55]=[C:54]1[SH:62]. (2) Given the product [Br:5][C:6]1[CH:7]=[CH:8][C:9]([CH2:12][N:14]2[CH2:19][CH2:18][O:17][CH2:16][CH2:15]2)=[N:10][CH:11]=1, predict the reactants needed to synthesize it. The reactants are: S(Cl)(Cl)=O.[Br:5][C:6]1[CH:7]=[CH:8][C:9]([CH2:12]O)=[N:10][CH:11]=1.[NH:14]1[CH2:19][CH2:18][O:17][CH2:16][CH2:15]1. (3) Given the product [Br:1][C:2]1[S:10][C:9]2[C:8](=[O:11])[NH:7][C:6]([C@@H:12]3[CH2:17][CH2:16][CH2:15][CH2:14][N:13]3[C:18]([O:20][C:21]([CH3:24])([CH3:23])[CH3:22])=[O:19])=[N:5][C:4]=2[CH:3]=1.[Br:1][C:2]1[S:10][C:9]2[C:8](=[O:11])[NH:7][C:6]([C@H:12]3[CH2:17][CH2:16][CH2:15][CH2:14][N:13]3[C:18]([O:20][C:21]([CH3:24])([CH3:23])[CH3:22])=[O:19])=[N:5][C:4]=2[CH:3]=1, predict the reactants needed to synthesize it. The reactants are: [Br:1][C:2]1[S:10][C:9]2[C:8](=[O:11])[NH:7][C:6]([C@@H:12]3[CH2:17][CH:16]=[CH:15][CH2:14][N:13]3[C:18]([O:20][C:21]([CH3:24])([CH3:23])[CH3:22])=[O:19])=[N:5][C:4]=2[CH:3]=1. (4) Given the product [NH2:1][C:2]([NH:4][C:5]1[C:6]([C:17]([NH2:19])=[O:18])=[N:7][N:8]([C:10]2[CH:15]=[CH:14][N:13]=[C:12]([CH3:16])[CH:11]=2)[CH:9]=1)=[O:3], predict the reactants needed to synthesize it. The reactants are: [NH2:1][C:2]([NH:4][C:5]1[C:6]([C:17]([NH:19]CC2C=CC(OC)=CC=2)=[O:18])=[N:7][N:8]([C:10]2[CH:15]=[CH:14][N:13]=[C:12]([CH3:16])[CH:11]=2)[CH:9]=1)=[O:3]. (5) The reactants are: [Cl:1][C:2]1[C:11]2[C:6](=[CH:7][C:8]([C:13]3[CH:18]=[CH:17][C:16]([O:19]C)=[CH:15][CH:14]=3)=[CH:9][C:10]=2[Cl:12])[CH:5]=[CH:4][C:3]=1[OH:21].B(Br)(Br)Br. Given the product [Cl:1][C:2]1[C:11]2[C:6](=[CH:7][C:8]([C:13]3[CH:14]=[CH:15][C:16]([OH:19])=[CH:17][CH:18]=3)=[CH:9][C:10]=2[Cl:12])[CH:5]=[CH:4][C:3]=1[OH:21], predict the reactants needed to synthesize it. (6) Given the product [CH3:1][O:2][C:3]1[CH:12]=[C:11]2[C:6]([C:7]([S:13]([C:14]3[CH:15]=[CH:16][CH:17]=[CH:18][CH:19]=3)=[O:28])=[CH:8][CH:9]=[N:10]2)=[CH:5][CH:4]=1, predict the reactants needed to synthesize it. The reactants are: [CH3:1][O:2][C:3]1[CH:12]=[C:11]2[C:6]([C:7]([S:13][C:14]3[CH:19]=[CH:18][CH:17]=[CH:16][CH:15]=3)=[CH:8][CH:9]=[N:10]2)=[CH:5][CH:4]=1.C1C=C(Cl)C=C(C(OO)=[O:28])C=1. (7) Given the product [CH3:37][O:36][C:29]1[CH:30]=[C:31]([O:34][CH3:35])[CH:32]=[CH:33][C:28]=1[CH2:27][N:25]1[C:24](=[O:38])[CH2:23][CH2:22][CH:21]([C:19]([OH:20])=[O:40])[CH2:26]1, predict the reactants needed to synthesize it. The reactants are: O.[OH-].[Li+].OO.C([C@@H]1COC(=O)N1[C:19]([CH:21]1[CH2:26][N:25]([CH2:27][C:28]2[CH:33]=[CH:32][C:31]([O:34][CH3:35])=[CH:30][C:29]=2[O:36][CH3:37])[C:24](=[O:38])[CH2:23][CH2:22]1)=[O:20])C1C=CC=CC=1.S([O-])(O)=[O:40].[Na+]. (8) The reactants are: CN(C)CCN.[CH3:7][O:8][CH2:9][CH2:10][O:11][N:12]1C(=O)C2=CC=CC=C2C1=O.C(O)(=O)C.[C:27]([C:30]1[CH:35]=[C:34]([Cl:36])[CH:33]=[CH:32][C:31]=1[NH:37][S:38]([C:41]([F:44])([F:43])[F:42])(=[O:40])=[O:39])(=O)[CH3:28]. Given the product [Cl:36][C:34]1[CH:33]=[CH:32][C:31]([NH:37][S:38]([C:41]([F:44])([F:43])[F:42])(=[O:40])=[O:39])=[C:30]([C:27](=[N:12][O:11][CH2:10][CH2:9][O:8][CH3:7])[CH3:28])[CH:35]=1, predict the reactants needed to synthesize it.